This data is from Forward reaction prediction with 1.9M reactions from USPTO patents (1976-2016). The task is: Predict the product of the given reaction. (1) Given the reactants [CH3:1][N:2]1[C:6]2([CH2:14][C:13]3[C:8](=[CH:9][CH:10]=[C:11]([NH:15][C:16]4[N:21]=[CH:20][N:19]=[C:18]([C:22]([OH:24])=O)[CH:17]=4)[CH:12]=3)[CH2:7]2)[C:5](=[O:25])[NH:4][C:3]1=[O:26].[NH:27]1[C:35]2[C:30](=[CH:31][CH:32]=[CH:33][CH:34]=2)[CH2:29][CH2:28]1.C(N(CC)CC)C.CN(C(ON1N=NC2C=CC=CC1=2)=[N+](C)C)C.[B-](F)(F)(F)F, predict the reaction product. The product is: [N:27]1([C:22]([C:18]2[N:19]=[CH:20][N:21]=[C:16]([NH:15][C:11]3[CH:12]=[C:13]4[C:8](=[CH:9][CH:10]=3)[CH2:7][C:6]3([C:5](=[O:25])[NH:4][C:3](=[O:26])[N:2]3[CH3:1])[CH2:14]4)[CH:17]=2)=[O:24])[C:35]2[C:30](=[CH:31][CH:32]=[CH:33][CH:34]=2)[CH2:29][CH2:28]1. (2) The product is: [CH3:15][NH:14][C:12](=[O:13])[C:11](=[N:10][O:9][CH2:23][C:24]1[N:29]=[C:28]([NH:30][C:31](=[O:37])[O:32][C:33]([CH3:35])([CH3:34])[CH3:36])[CH:27]=[CH:26][CH:25]=1)[C:16]1[CH:21]=[CH:20][CH:19]=[CH:18][CH:17]=1. Given the reactants C(=O)([O-])[O-].[Cs+].[Cs+].[I-].[K+].[OH:9][N:10]=[C:11]([C:16]1[CH:21]=[CH:20][CH:19]=[CH:18][CH:17]=1)[C:12]([NH:14][CH3:15])=[O:13].Cl[CH2:23][C:24]1[N:29]=[C:28]([NH:30][C:31](=[O:37])[O:32][C:33]([CH3:36])([CH3:35])[CH3:34])[CH:27]=[CH:26][CH:25]=1, predict the reaction product. (3) Given the reactants [C:1]([O:4][C@@H:5]1[C@H:9]([O:10][C:11](=[O:13])[CH3:12])[C@@H:8]([C:14]#[CH:15])[O:7][C@H:6]1[N:16]1[CH:24]=[N:23][C:22]2[C:17]1=[N:18][CH:19]=[N:20][C:21]=2Cl)(=[O:3])[CH3:2].C(N(CC)C(C)C)(C)C.Cl.[CH3:36][O:37][C@H:38]1[CH2:43][CH2:42][C@H:41]([NH2:44])[CH2:40][CH2:39]1, predict the reaction product. The product is: [C:1]([O:4][C@@H:5]1[C@H:9]([O:10][C:11](=[O:13])[CH3:12])[C@@H:8]([C:14]#[CH:15])[O:7][C@H:6]1[N:16]1[CH:24]=[N:23][C:22]2[C:17]1=[N:18][CH:19]=[N:20][C:21]=2[NH:44][C@H:41]1[CH2:42][CH2:43][C@H:38]([O:37][CH3:36])[CH2:39][CH2:40]1)(=[O:3])[CH3:2]. (4) Given the reactants C([Li])CCC.CC1(C)CCCC(C)(C)N1.[C:16]([O:20][C:21]([N:23]1[CH2:28][CH2:27][N:26]([C:29]2[N:30]=[N:31][C:32]([C:35]([F:38])([F:37])[F:36])=[CH:33][CH:34]=2)[CH2:25][CH2:24]1)=[O:22])([CH3:19])([CH3:18])[CH3:17].[I:39]I, predict the reaction product. The product is: [C:16]([O:20][C:21]([N:23]1[CH2:24][CH2:25][N:26]([C:29]2[N:30]=[N:31][C:32]([C:35]([F:36])([F:37])[F:38])=[C:33]([I:39])[CH:34]=2)[CH2:27][CH2:28]1)=[O:22])([CH3:19])([CH3:17])[CH3:18]. (5) The product is: [CH3:1][C@H:2]1[CH2:7][N:6]([CH3:30])[CH2:5][CH2:4][N:3]1[C:8]1[CH:9]=[CH:10][C:11]2[NH:15][C:14]([C:16]3[C:24]4[C:19](=[CH:20][C:21]([Cl:25])=[CH:22][CH:23]=4)[NH:18][N:17]=3)=[N:13][C:12]=2[CH:26]=1. Given the reactants [CH3:1][C@H:2]1[CH2:7][NH:6][CH2:5][CH2:4][N:3]1[C:8]1[CH:9]=[CH:10][C:11]2[NH:15][C:14]([C:16]3[C:24]4[C:19](=[CH:20][C:21]([Cl:25])=[CH:22][CH:23]=4)[NH:18][N:17]=3)=[N:13][C:12]=2[CH:26]=1.C=O.[BH3-][C:30]#N.[Na+], predict the reaction product. (6) Given the reactants [Cl:1][C:2]1[CH:10]=[CH:9][C:5]([C:6]([OH:8])=[O:7])=[C:4]([SH:11])[CH:3]=1.Cl.[CH3:13]O, predict the reaction product. The product is: [Cl:1][C:2]1[CH:10]=[CH:9][C:5]([C:6]([O:8][CH3:13])=[O:7])=[C:4]([SH:11])[CH:3]=1.